From a dataset of Reaction yield outcomes from USPTO patents with 853,638 reactions. Predict the reaction yield, written as a fraction of the theoretical maximum amount of product (1.0 means a 100% yield; for example, 0.34 means a 34% yield). (1) The catalyst is ClCCl. The reactants are [NH2:1][C:2]1([C:7]2[CH:12]=[CH:11][CH:10]=[C:9]([N+:13]([O-:15])=[O:14])[CH:8]=2)[CH2:4][CH:3]1[CH2:5][OH:6].C(N(C(C)C)CC)(C)C.Cl[C:26]([O:28][CH3:29])=[O:27]. The yield is 0.966. The product is [OH:6][CH2:5][CH:3]1[CH2:4][C:2]1([NH:1][C:26](=[O:27])[O:28][CH3:29])[C:7]1[CH:12]=[CH:11][CH:10]=[C:9]([N+:13]([O-:15])=[O:14])[CH:8]=1. (2) The reactants are [CH2:1]([O:3][C:4]([CH:6]1[CH2:11][CH2:10][CH2:9][N:8]([CH2:12][C:13]2[CH:18]=[CH:17][C:16]([O:19][CH3:20])=[CH:15][CH:14]=2)[CH2:7]1)=[O:5])C.C1COCC1.Cl.[CH3:27][NH:28][O:29][CH3:30].C([Mg]Cl)(C)C. The catalyst is C(OCC)(=O)C. The product is [NH3:8].[CH3:1][OH:3].[CH3:30][O:29][N:28]([CH3:27])[C:4]([CH:6]1[CH2:11][CH2:10][CH2:9][N:8]([CH2:12][C:13]2[CH:14]=[CH:15][C:16]([O:19][CH3:20])=[CH:17][CH:18]=2)[CH2:7]1)=[O:5]. The yield is 0.0300. (3) The reactants are FC(F)(F)C(O)=O.C(OC(=O)[NH:14][CH:15]1[CH2:20][CH2:19][N:18]([C:21]2[CH:26]=[CH:25][N:24]=[C:23]3[NH:27][CH:28]=[CH:29][C:22]=23)[CH2:17][CH2:16]1)(C)(C)C. The catalyst is ClCCl. The product is [NH:27]1[C:23]2=[N:24][CH:25]=[CH:26][C:21]([N:18]3[CH2:19][CH2:20][CH:15]([NH2:14])[CH2:16][CH2:17]3)=[C:22]2[CH:29]=[CH:28]1. The yield is 0.960.